Dataset: Reaction yield outcomes from USPTO patents with 853,638 reactions. Task: Predict the reaction yield, written as a fraction of the theoretical maximum amount of product (1.0 means a 100% yield; for example, 0.34 means a 34% yield). (1) The reactants are [F:1][C:2]1[CH:7]=[CH:6][CH:5]=[CH:4][C:3]=1[C:8]1[NH:9][CH:10]=[C:11]([CH:13]=[O:14])[N:12]=1.[H-].[Na+].C1OCCOCCOCCOCCOC1.[O:32]1[CH:36]=[CH:35][C:34]([S:37](Cl)(=[O:39])=[O:38])=[CH:33]1. The catalyst is O1CCCC1.O. The product is [F:1][C:2]1[CH:7]=[CH:6][CH:5]=[CH:4][C:3]=1[C:8]1[N:9]([S:37]([C:34]2[CH:35]=[CH:36][O:32][CH:33]=2)(=[O:39])=[O:38])[CH:10]=[C:11]([CH:13]=[O:14])[N:12]=1. The yield is 0.860. (2) The reactants are [C:1]([C:3]1[CH:4]=[C:5]([NH:9][C:10]([O:12][CH2:13][CH2:14][C:15]2[C:20]([CH2:21][CH3:22])=[CH:19][C:18](B(O)O)=[CH:17][C:16]=2[CH2:26][CH3:27])=[O:11])[CH:6]=[CH:7][CH:8]=1)#[N:2].[NH2:28][C:29]1[CH:30]=[C:31]([CH:35]=[CH:36][CH:37]=1)[C:32]([NH2:34])=[O:33].O.[C:39]([OH:43])(=[O:42])[CH:40]=O. No catalyst specified. The product is [C:32]([C:31]1[CH:30]=[C:29]([NH:28][CH:40]([C:18]2[CH:19]=[C:20]([CH2:21][CH3:22])[C:15]([CH2:14][CH2:13][O:12][C:10](=[O:11])[NH:9][C:5]3[CH:6]=[CH:7][CH:8]=[C:3]([C:1]#[N:2])[CH:4]=3)=[C:16]([CH2:26][CH3:27])[CH:17]=2)[C:39]([OH:43])=[O:42])[CH:37]=[CH:36][CH:35]=1)(=[O:33])[NH2:34]. The yield is 0.700. (3) The reactants are [CH2:1]([N:10]1[C:15](=[O:16])[C:14]([C:17]2[CH:22]=[CH:21][C:20]([F:23])=[CH:19][CH:18]=2)=[C:13]([C:24]2[CH:29]=[CH:28][C:27]([S:30]([CH3:33])(=[O:32])=[O:31])=[CH:26][CH:25]=2)[CH:12]=[N:11]1)[C:2]([C:4]1[CH:9]=[CH:8][CH:7]=[CH:6][CH:5]=1)=[O:3].[BH4-].[Na+]. The catalyst is C(O)C. The product is [OH:3][CH:2]([C:4]1[CH:5]=[CH:6][CH:7]=[CH:8][CH:9]=1)[CH2:1][N:10]1[C:15](=[O:16])[C:14]([C:17]2[CH:18]=[CH:19][C:20]([F:23])=[CH:21][CH:22]=2)=[C:13]([C:24]2[CH:29]=[CH:28][C:27]([S:30]([CH3:33])(=[O:32])=[O:31])=[CH:26][CH:25]=2)[CH:12]=[N:11]1. The yield is 0.780. (4) No catalyst specified. The reactants are [F:1][C:2]1[CH:8]=[CH:7][C:5]([NH2:6])=[CH:4][C:3]=1[N+:9]([O-:11])=[O:10].[C:12](OC(=O)C)(=[O:14])[CH3:13]. The yield is 0.700. The product is [F:1][C:2]1[CH:8]=[CH:7][C:5]([NH:6][C:12](=[O:14])[CH3:13])=[CH:4][C:3]=1[N+:9]([O-:11])=[O:10].